From a dataset of Full USPTO retrosynthesis dataset with 1.9M reactions from patents (1976-2016). Predict the reactants needed to synthesize the given product. (1) Given the product [O:19]=[C:9]1[C:8]2[CH:7]=[CH:6][C:5]([C:3]([OH:4])=[O:2])=[CH:18][C:17]=2[O:16][C:15]2[C:10]1=[CH:11][CH:12]=[CH:13][CH:14]=2, predict the reactants needed to synthesize it. The reactants are: C[O:2][C:3]([C:5]1[CH:6]=[CH:7][C:8]2[C:9](=[O:19])[C:10]3[C:15]([O:16][C:17]=2[CH:18]=1)=[CH:14][CH:13]=[CH:12][CH:11]=3)=[O:4].CCO. (2) Given the product [CH3:34][C:35]1[C:39]([C:2]2[N:3]=[CH:4][C:5]([O:32][CH3:33])=[C:6]3[C:10]([C:11](=[O:31])[C:12]([N:14]4[CH2:19][CH2:18][N:17]([C:20]5[N:24]([C:25]6[CH:30]=[CH:29][CH:28]=[CH:27][N:26]=6)[N:23]=[N:22][N:21]=5)[CH2:16][CH2:15]4)=[O:13])=[CH:9][NH:8][C:7]=23)=[C:38]([CH3:49])[O:37][N:36]=1, predict the reactants needed to synthesize it. The reactants are: Br[C:2]1[N:3]=[CH:4][C:5]([O:32][CH3:33])=[C:6]2[C:10]([C:11](=[O:31])[C:12]([N:14]3[CH2:19][CH2:18][N:17]([C:20]4[N:24]([C:25]5[CH:30]=[CH:29][CH:28]=[CH:27][N:26]=5)[N:23]=[N:22][N:21]=4)[CH2:16][CH2:15]3)=[O:13])=[CH:9][NH:8][C:7]=12.[CH3:34][C:35]1[C:39](B2OC(C)(C)C(C)(C)O2)=[C:38]([CH3:49])[O:37][N:36]=1.ClCCl.C(=O)([O-])[O-].[Cs+].[Cs+]. (3) Given the product [OH:33][CH2:32][CH2:31][NH:30][C:2]1[CH:29]=[CH:28][C:5]([C:6]([NH:8][C:9]2[S:13][C:12]([NH:14][C:15]3[CH:24]=[CH:23][C:22]4[C:17](=[CH:18][CH:19]=[CH:20][CH:21]=4)[CH:16]=3)=[N:11][C:10]=2[C:25]([NH2:27])=[O:26])=[O:7])=[CH:4][CH:3]=1, predict the reactants needed to synthesize it. The reactants are: F[C:2]1[CH:29]=[CH:28][C:5]([C:6]([NH:8][C:9]2[S:13][C:12]([NH:14][C:15]3[CH:24]=[CH:23][C:22]4[C:17](=[CH:18][CH:19]=[CH:20][CH:21]=4)[CH:16]=3)=[N:11][C:10]=2[C:25]([NH2:27])=[O:26])=[O:7])=[CH:4][CH:3]=1.[NH2:30][CH2:31][CH2:32][OH:33]. (4) Given the product [N+:24]([C:6]1[CH:7]=[C:8]([C:11]2[CH:16]=[CH:15][CH:14]=[CH:13][CH:12]=2)[CH:9]=[CH:10][C:5]=1[NH:4][C:1](=[O:3])[CH3:2])([O-:26])=[O:25], predict the reactants needed to synthesize it. The reactants are: [C:1]([NH:4][C:5]1[CH:10]=[CH:9][C:8]([C:11]2[CH:16]=[CH:15][CH:14]=[CH:13][CH:12]=2)=[CH:7][CH:6]=1)(=[O:3])[CH3:2].C(OC(=O)C)(=O)C.[N+:24]([O-])([OH:26])=[O:25]. (5) Given the product [C:12]([O:20][CH2:21][CH2:22][N:11]1[C:4]2[C:3]([S:2][CH3:1])=[N:8][CH:7]=[N:6][C:5]=2[CH:9]=[N:10]1)(=[O:19])[C:13]1[CH:18]=[CH:17][CH:16]=[CH:15][CH:14]=1.[C:12]([O:20][CH2:21][CH2:22][N:10]1[CH:9]=[C:5]2[N:6]=[CH:7][N:8]=[C:3]([S:2][CH3:1])[C:4]2=[N:11]1)(=[O:19])[C:13]1[CH:18]=[CH:17][CH:16]=[CH:15][CH:14]=1, predict the reactants needed to synthesize it. The reactants are: [CH3:1][S:2][C:3]1[C:4]2[NH:11][N:10]=[CH:9][C:5]=2[N:6]=[CH:7][N:8]=1.[C:12]([O:20][CH2:21][CH2:22]I)(=[O:19])[C:13]1[CH:18]=[CH:17][CH:16]=[CH:15][CH:14]=1.C(=O)([O-])[O-].[K+].[K+].O. (6) The reactants are: Cl[C:2]1[C:11]([CH:12]=[O:13])=[CH:10][C:9]2[C:4](=[C:5]([CH3:15])[C:6]([F:14])=[CH:7][CH:8]=2)[N:3]=1.[N:16]1[CH:21]=[CH:20][CH:19]=[C:18](B(O)O)[CH:17]=1.C([O-])([O-])=O.[Na+].[Na+]. Given the product [F:14][C:6]1[C:5]([CH3:15])=[C:4]2[C:9]([CH:10]=[C:11]([CH:12]=[O:13])[C:2]([C:18]3[CH:17]=[N:16][CH:21]=[CH:20][CH:19]=3)=[N:3]2)=[CH:8][CH:7]=1, predict the reactants needed to synthesize it.